This data is from Catalyst prediction with 721,799 reactions and 888 catalyst types from USPTO. The task is: Predict which catalyst facilitates the given reaction. (1) Product: [Cl:1][C:2]1[C:3]([CH2:12][CH:13]([C:15]2[CH:20]=[CH:19][CH:18]=[CH:17][CH:16]=2)[NH2:27])=[N:4][CH:5]=[C:6]([C:8]([F:11])([F:10])[F:9])[CH:7]=1. Reactant: [Cl:1][C:2]1[C:3]([CH2:12][C:13]([C:15]2[CH:20]=[CH:19][CH:18]=[CH:17][CH:16]=2)=O)=[N:4][CH:5]=[C:6]([C:8]([F:11])([F:10])[F:9])[CH:7]=1.C([O-])(=O)C.[NH4+].C([BH3-])#[N:27].[Na+].C(O)(=O)C. The catalyst class is: 5. (2) Reactant: [C:1]([O:5][C:6]([N:8]1[CH2:13][CH2:12][CH:11](OS(C2C=CC(C)=CC=2)(=O)=O)[CH2:10][CH2:9]1)=[O:7])([CH3:4])([CH3:3])[CH3:2].[CH3:25][C@H:26]1[CH2:30][CH2:29][CH2:28][NH:27]1.C([O-])([O-])=O.[K+].[K+]. Product: [C:1]([O:5][C:6]([N:8]1[CH2:9][CH2:10][CH:11]([N:27]2[CH2:28][CH2:29][CH2:30][C@@H:26]2[CH3:25])[CH2:12][CH2:13]1)=[O:7])([CH3:2])([CH3:3])[CH3:4]. The catalyst class is: 10. (3) Reactant: [CH2:1]1[C:10]2[C:5](=[CH:6][CH:7]=[CH:8][CH:9]=2)[CH2:4][CH2:3][N:2]1[CH2:11][CH2:12][NH2:13].[N+:14]([C:17]1[CH:18]=[C:19]([N:23]=[C:24]=[O:25])[CH:20]=[CH:21][CH:22]=1)([O-:16])=[O:15]. Product: [CH2:1]1[C:10]2[C:5](=[CH:6][CH:7]=[CH:8][CH:9]=2)[CH2:4][CH2:3][N:2]1[CH2:11][CH2:12][NH:13][C:24]([NH:23][C:19]1[CH:20]=[CH:21][CH:22]=[C:17]([N+:14]([O-:16])=[O:15])[CH:18]=1)=[O:25]. The catalyst class is: 4. (4) Reactant: [CH2:1]([N:8]([CH3:16])[CH:9]1[CH2:14][CH2:13][C:12](=O)[CH2:11][CH2:10]1)[C:2]1[CH:7]=[CH:6][CH:5]=[CH:4][CH:3]=1.Cl.Cl.[CH2:19]1[C:28]2[C:23](=[CH:24][N:25]=[CH:26][CH:27]=2)[CH2:22][CH2:21][NH:20]1.[BH3-]C#N.[Na+]. Product: [CH2:1]([N:8]([CH3:16])[CH:9]1[CH2:14][CH2:13][CH:12]([N:25]2[CH2:26][CH2:27][C:28]3[C:23](=[CH:22][CH:21]=[N:20][CH:19]=3)[CH2:24]2)[CH2:11][CH2:10]1)[C:2]1[CH:7]=[CH:6][CH:5]=[CH:4][CH:3]=1. The catalyst class is: 5. (5) Reactant: [N+:1]([CH:4]1[CH2:12][CH2:11][CH2:10][C:9]2[C:8](=[O:13])[O:7][CH2:6][C:5]1=2)([O-:3])=[O:2].[Br:14]N1C(=O)CCC1=O.C(OOC(=O)C1C=CC=CC=1)(=O)C1C=CC=CC=1.C(Cl)Cl. Product: [Br:14][CH:6]1[C:5]2[CH:4]([N+:1]([O-:3])=[O:2])[CH2:12][CH2:11][CH2:10][C:9]=2[C:8](=[O:13])[O:7]1. The catalyst class is: 53. (6) Reactant: [CH2:1](Br)[CH3:2].C1(P(C2C=CC=CC=2)C2C=CC=CC=2)C=CC=CC=1.CC(C)([O-])C.[K+].[CH3:29][O:30][C:31]1[CH:38]=[C:37]([OH:39])[CH:36]=[C:35]([O:40][CH3:41])[C:32]=1[CH:33]=O. Product: [CH3:41][O:40][C:35]1[CH:36]=[C:37]([OH:39])[CH:38]=[C:31]([O:30][CH3:29])[C:32]=1[CH2:33][CH2:1][CH3:2]. The catalyst class is: 7. (7) Reactant: [CH:1]1([N:7]2[C:11]([CH2:12][CH2:13][O:14][CH3:15])=[C:10]([C:16]([O:18]C)=[O:17])[CH:9]=[N:8]2)[CH2:6][CH2:5][CH2:4][CH2:3][CH2:2]1.O.[OH-].[Li+]. Product: [CH:1]1([N:7]2[C:11]([CH2:12][CH2:13][O:14][CH3:15])=[C:10]([C:16]([OH:18])=[O:17])[CH:9]=[N:8]2)[CH2:2][CH2:3][CH2:4][CH2:5][CH2:6]1. The catalyst class is: 24. (8) Reactant: [C:1]([C:3]1[CH:8]=[CH:7][C:6]([C:9]2[N:13]3[CH:14]=[C:15]([C:19]4[CH:27]=[CH:26][C:22]([C:23](O)=[O:24])=[CH:21][CH:20]=4)[C:16]([CH3:18])=[CH:17][C:12]3=[N:11][CH:10]=2)=[CH:5][CH:4]=1)#[N:2].CN(C(ON1N=NC2C=CC=NC1=2)=[N+](C)C)C.F[P-](F)(F)(F)(F)F.CN1CCOCC1.[CH3:59][C:60]1([NH:66][C:67](=[O:73])[O:68][C:69]([CH3:72])([CH3:71])[CH3:70])[CH2:65][CH2:64][NH:63][CH2:62][CH2:61]1. Product: [C:1]([C:3]1[CH:4]=[CH:5][C:6]([C:9]2[N:13]3[CH:14]=[C:15]([C:19]4[CH:27]=[CH:26][C:22]([C:23]([N:63]5[CH2:62][CH2:61][C:60]([NH:66][C:67](=[O:73])[O:68][C:69]([CH3:72])([CH3:71])[CH3:70])([CH3:59])[CH2:65][CH2:64]5)=[O:24])=[CH:21][CH:20]=4)[C:16]([CH3:18])=[CH:17][C:12]3=[N:11][CH:10]=2)=[CH:7][CH:8]=1)#[N:2]. The catalyst class is: 18. (9) Reactant: [I:1][C:2]1[CH:10]=[CH:9][C:5]([C:6](Cl)=[O:7])=[CH:4][CH:3]=1.[NH:11]1[CH2:15][CH2:14][C@@H:13]([OH:16])[CH2:12]1.[NH4+].[Cl-]. Product: [OH:16][C@@H:13]1[CH2:14][CH2:15][N:11]([C:6]([C:5]2[CH:9]=[CH:10][C:2]([I:1])=[CH:3][CH:4]=2)=[O:7])[CH2:12]1. The catalyst class is: 643. (10) Reactant: C[O:2][C:3](=[O:49])[C:4]([CH3:48])([CH3:47])[CH2:5][C@@H:6]1[CH2:11][C@H:10]([C:12]2[CH:17]=[CH:16][C:15]([O:18][CH3:19])=[CH:14][CH:13]=2)[C@@H:9]([O:20][CH2:21][C:22]2[CH:23]=[CH:24][C:25]3[O:30][CH2:29][CH2:28][N:27]([CH2:31][CH2:32][CH2:33][O:34][CH3:35])[C:26]=3[CH:36]=2)[CH2:8][N:7]1[S:37]([C:40]1[CH:45]=[CH:44][C:43]([CH3:46])=[CH:42][CH:41]=1)(=[O:39])=[O:38].[OH-].[Na+]. Product: [CH3:19][O:18][C:15]1[CH:14]=[CH:13][C:12]([C@@H:10]2[C@@H:9]([O:20][CH2:21][C:22]3[CH:23]=[CH:24][C:25]4[O:30][CH2:29][CH2:28][N:27]([CH2:31][CH2:32][CH2:33][O:34][CH3:35])[C:26]=4[CH:36]=3)[CH2:8][N:7]([S:37]([C:40]3[CH:45]=[CH:44][C:43]([CH3:46])=[CH:42][CH:41]=3)(=[O:38])=[O:39])[C@H:6]([CH2:5][C:4]([CH3:48])([CH3:47])[C:3]([OH:49])=[O:2])[CH2:11]2)=[CH:17][CH:16]=1. The catalyst class is: 214.